This data is from Reaction yield outcomes from USPTO patents with 853,638 reactions. The task is: Predict the reaction yield, written as a fraction of the theoretical maximum amount of product (1.0 means a 100% yield; for example, 0.34 means a 34% yield). The yield is 0.0700. The catalyst is C1COCC1.[OH-].[Na+].O.CN(C=O)C. The product is [Cl:24][C:25]1[CH:26]=[C:27]2[C:31](=[CH:32][CH:33]=1)[NH:30][CH:29]=[C:28]2[CH2:34][CH2:35][NH:36][C:10]([C:7]1[N:6]=[C:5]([CH2:4][C:3]2[CH:15]=[C:16]([C:19]([F:20])([F:21])[F:22])[CH:17]=[CH:18][C:2]=2[F:1])[O:9][N:8]=1)=[O:12]. The reactants are [F:1][C:2]1[CH:18]=[CH:17][C:16]([C:19]([F:22])([F:21])[F:20])=[CH:15][C:3]=1[CH2:4][C:5]1[O:9][N:8]=[C:7]([C:10]([O:12]CC)=O)[N:6]=1.Cl.[Cl:24][C:25]1[CH:26]=[C:27]2[C:31](=[CH:32][CH:33]=1)[NH:30][CH:29]=[C:28]2[CH2:34][CH2:35][NH2:36].CN(C(ON1N=NC2C=CC=NC1=2)=[N+](C)C)C.F[P-](F)(F)(F)(F)F.C(N(CC)C(C)C)(C)C.